Dataset: Reaction yield outcomes from USPTO patents with 853,638 reactions. Task: Predict the reaction yield, written as a fraction of the theoretical maximum amount of product (1.0 means a 100% yield; for example, 0.34 means a 34% yield). (1) The reactants are [F:1][C:2]1[CH:11]=[CH:10][C:5]2[S:6][CH:7]=[C:8]([CH3:9])[C:4]=2[CH:3]=1.C([Li])CCC.[I:17]I. The catalyst is C1COCC1. The product is [F:1][C:2]1[CH:11]=[CH:10][C:5]2[S:6][C:7]([I:17])=[C:8]([CH3:9])[C:4]=2[CH:3]=1. The yield is 0.850. (2) The reactants are [CH3:1][C:2]([CH3:39])([CH3:38])[CH2:3][CH2:4][C@:5]1([CH3:37])[C:14]2[C:9](=[CH:10][CH:11]=[CH:12][CH:13]=2)[C:8]([OH:15])=[C:7]([C:16]2[NH:21][C:20]3[CH:22]=[CH:23][C:24]([NH:26]C(=O)OC(C)(C)C)=[CH:25][C:19]=3[S:18](=[O:35])(=[O:34])[N:17]=2)[C:6]1=[O:36].Cl.O1CCOCC1. The catalyst is ClCCl. The product is [NH2:26][C:24]1[CH:23]=[CH:22][C:20]2[NH:21][C:16]([C:7]3[C:6](=[O:36])[C@@:5]([CH2:4][CH2:3][C:2]([CH3:1])([CH3:38])[CH3:39])([CH3:37])[C:14]4[C:9]([C:8]=3[OH:15])=[CH:10][CH:11]=[CH:12][CH:13]=4)=[N:17][S:18](=[O:35])(=[O:34])[C:19]=2[CH:25]=1. The yield is 0.700. (3) The reactants are [C:1]([NH:4][C:5]1[N:6]=[C:7]2[C:12](=[CH:13][CH:14]=1)[N:11]=[CH:10][C:9]([C:15]#[N:16])=[C:8]2O)(=[O:3])[CH3:2].O=P(Cl)(Cl)[Cl:20]. The product is [C:1]([NH:4][C:5]1[N:6]=[C:7]2[C:12](=[CH:13][CH:14]=1)[N:11]=[CH:10][C:9]([C:15]#[N:16])=[C:8]2[Cl:20])(=[O:3])[CH3:2]. The yield is 0.190. No catalyst specified. (4) The reactants are [N:1]1[CH:6]=[CH:5][C:4]([CH2:7][O:8][C:9]2[C:10]([N:15]3[CH2:20][CH2:19][NH:18][CH2:17][CH2:16]3)=[N:11][CH:12]=[CH:13][N:14]=2)=[CH:3][CH:2]=1.C(Cl)Cl.C(N(CC)CC)C.[N:31]([C:34]1[CH:39]=[C:38]([C:40]([F:43])([F:42])[F:41])[CH:37]=[C:36]([C:44]([F:47])([F:46])[F:45])[CH:35]=1)=[C:32]=[O:33]. The catalyst is CCOC(C)=O. The product is [F:41][C:40]([F:42])([F:43])[C:38]1[CH:39]=[C:34]([NH:31][C:32]([N:18]2[CH2:19][CH2:20][N:15]([C:10]3[C:9]([O:8][CH2:7][C:4]4[CH:5]=[CH:6][N:1]=[CH:2][CH:3]=4)=[N:14][CH:13]=[CH:12][N:11]=3)[CH2:16][CH2:17]2)=[O:33])[CH:35]=[C:36]([C:44]([F:47])([F:45])[F:46])[CH:37]=1. The yield is 0.320. (5) The reactants are [F:1][C:2]([F:18])([F:17])[C:3]1[CH:8]=[CH:7][C:6]([NH:9][C@H:10]([CH2:15][CH3:16])[CH2:11][C:12]([NH2:14])=[O:13])=[CH:5][CH:4]=1.C(OC(C)C)(C)C.Cl[C:27]([O:29][CH2:30][C:31]1[CH:36]=[CH:35][CH:34]=[CH:33][CH:32]=1)=[O:28].CC(C)([O-])C.[Li+]. The catalyst is C1COCC1. The product is [CH2:30]([O:29][C:27](=[O:28])[NH:14][C:12](=[O:13])[CH2:11][C@H:10]([NH:9][C:6]1[CH:7]=[CH:8][C:3]([C:2]([F:17])([F:18])[F:1])=[CH:4][CH:5]=1)[CH2:15][CH3:16])[C:31]1[CH:36]=[CH:35][CH:34]=[CH:33][CH:32]=1. The yield is 0.850. (6) The reactants are [BH4-].[Na+].[Cl-].[Ca+2].[Cl-].[C:6]([C:8]1[CH:13]=[CH:12][CH:11]=[CH:10][C:9]=1[C:14]1[CH:19]=[CH:18][C:17]([CH2:20][C:21]2[C:26](=[O:27])[N:25]([C:28]3[CH:43]=[CH:42][C:31]([O:32][C:33]4([C:37](OCC)=[O:38])[CH2:36][CH2:35][CH2:34]4)=[CH:30][CH:29]=3)[C:24]([CH2:44][CH3:45])=[N:23][C:22]=2[CH2:46][CH2:47][CH3:48])=[CH:16][CH:15]=1)#[N:7]. The catalyst is O1CCCC1.C(O)C.C(OCC)(=O)C. The product is [CH2:44]([C:24]1[N:25]([C:28]2[CH:43]=[CH:42][C:31]([O:32][C:33]3([CH2:37][OH:38])[CH2:34][CH2:35][CH2:36]3)=[CH:30][CH:29]=2)[C:26](=[O:27])[C:21]([CH2:20][C:17]2[CH:16]=[CH:15][C:14]([C:9]3[C:8]([C:6]#[N:7])=[CH:13][CH:12]=[CH:11][CH:10]=3)=[CH:19][CH:18]=2)=[C:22]([CH2:46][CH2:47][CH3:48])[N:23]=1)[CH3:45]. The yield is 0.730.